This data is from Full USPTO retrosynthesis dataset with 1.9M reactions from patents (1976-2016). The task is: Predict the reactants needed to synthesize the given product. (1) Given the product [NH:21]1[C:22]2[CH:27]=[CH:26][CH:25]=[CH:24][C:23]=2[NH:19][C:20]1=[C:28]([C:29]([C:31]1[CH:38]=[CH:37][CH:36]=[C:33](/[CH:34]=[CH:55]\[C:56]([F:59])([F:58])[F:57])[CH:32]=1)=[O:30])[C:39]([C:41]1[CH:46]=[CH:45][CH:44]=[C:43]([F:47])[CH:42]=1)=[O:40], predict the reactants needed to synthesize it. The reactants are: [F-].C([N+](CCCC)(CCCC)CCCC)CCC.[NH:19]1[C:23]2[CH:24]=[CH:25][CH:26]=[CH:27][C:22]=2[NH:21][C:20]1=[C:28]([C:39]([C:41]1[CH:46]=[CH:45][CH:44]=[C:43]([F:47])[CH:42]=1)=[O:40])[C:29]([C:31]1[CH:32]=[C:33]([CH:36]=[CH:37][CH:38]=1)[CH:34]=O)=[O:30].C1(P(=O)(C2C=CC=CC=2)[CH2:55][C:56]([F:59])([F:58])[F:57])C=CC=CC=1. (2) The reactants are: [Br:1][C:2]([CH3:7])([CH3:6])[C:3](Br)=[O:4].[CH2:8]([OH:15])[C:9]1[CH:14]=[CH:13][CH:12]=[CH:11][CH:10]=1.N1C=CC=CC=1.O. Given the product [Br:1][C:2]([CH3:7])([CH3:6])[C:3]([O:15][CH2:8][C:9]1[CH:14]=[CH:13][CH:12]=[CH:11][CH:10]=1)=[O:4], predict the reactants needed to synthesize it. (3) Given the product [OH:57][CH:56]1[CH:51]([NH:50][C:7](=[O:9])[C:2]2[CH:3]=[CH:4][CH:5]=[CH:6][N:1]=2)[CH2:52][N:53]([C:59]([O:61][CH2:62][C:63]2[CH:68]=[CH:67][CH:66]=[CH:65][CH:64]=2)=[O:60])[CH2:54][CH:55]1[CH3:58].[OH:49][CH:33]1[CH:32]([NH:31][C:7](=[O:8])[C:2]2[CH:3]=[CH:4][CH:5]=[CH:6][N:1]=2)[CH:37]([CH3:38])[CH2:36][N:35]([C:39]([O:41][CH2:42][C:43]2[CH:48]=[CH:47][CH:46]=[CH:45][CH:44]=2)=[O:40])[CH2:34]1, predict the reactants needed to synthesize it. The reactants are: [N:1]1[CH:6]=[CH:5][CH:4]=[CH:3][C:2]=1[C:7]([OH:9])=[O:8].CCN=C=NCCCN(C)C.C1C=CC2N(O)N=NC=2C=1.[NH2:31][CH:32]1[CH:37]([CH3:38])[CH2:36][N:35]([C:39]([O:41][CH2:42][C:43]2[CH:48]=[CH:47][CH:46]=[CH:45][CH:44]=2)=[O:40])[CH2:34][CH:33]1[OH:49].[NH2:50][CH:51]1[CH:56]([OH:57])[CH:55]([CH3:58])[CH2:54][N:53]([C:59]([O:61][CH2:62][C:63]2[CH:68]=[CH:67][CH:66]=[CH:65][CH:64]=2)=[O:60])[CH2:52]1. (4) The reactants are: [Cl:1][C:2]1[CH:10]=[CH:9][C:8]2[NH:7][C:6]3[CH2:11][CH2:12][N:13]([CH3:15])[CH2:14][C:5]=3[C:4]=2[CH:3]=1.[F:16][C:17]([F:27])([F:26])[C:18]1[N:23]=[CH:22][C:21]([CH:24]=[CH2:25])=[CH:20][N:19]=1.[OH-].[K+]. Given the product [Cl:1][C:2]1[CH:10]=[CH:9][C:8]2[N:7]([CH2:25][CH2:24][C:21]3[CH:22]=[N:23][C:18]([C:17]([F:26])([F:16])[F:27])=[N:19][CH:20]=3)[C:6]3[CH2:11][CH2:12][N:13]([CH3:15])[CH2:14][C:5]=3[C:4]=2[CH:3]=1, predict the reactants needed to synthesize it. (5) Given the product [NH2:34][C:2]1[N:7]=[C:6]([C:8]2[O:12][C:11]([C:13]([CH3:16])([CH3:15])[CH3:14])=[N:10][C:9]=2[C:17]2[C:18]([F:32])=[C:19]([NH:23][S:24]([C:27]3[O:28][CH:29]=[CH:30][CH:31]=3)(=[O:26])=[O:25])[CH:20]=[CH:21][CH:22]=2)[CH:5]=[CH:4][N:3]=1, predict the reactants needed to synthesize it. The reactants are: Cl[C:2]1[N:7]=[C:6]([C:8]2[O:12][C:11]([C:13]([CH3:16])([CH3:15])[CH3:14])=[N:10][C:9]=2[C:17]2[C:18]([F:32])=[C:19]([NH:23][S:24]([C:27]3[O:28][CH:29]=[CH:30][CH:31]=3)(=[O:26])=[O:25])[CH:20]=[CH:21][CH:22]=2)[CH:5]=[CH:4][N:3]=1.[OH-].[NH4+:34].